Task: Predict which catalyst facilitates the given reaction.. Dataset: Catalyst prediction with 721,799 reactions and 888 catalyst types from USPTO (1) Reactant: [Cl:1][C:2]1[CH:7]=[CH:6][C:5]([CH:8]([NH:24][C:25]2[CH:30]=[C:29]([CH3:31])[C:28](=[O:32])[N:27]([CH3:33])[CH:26]=2)[C:9]2[C:10]([C:20]([F:23])([F:22])[F:21])=[N:11][N:12]([CH:17]3[CH2:19][CH2:18]3)[C:13]=2[C:14](O)=[O:15])=[CH:4][CH:3]=1. Product: [Cl:1][C:2]1[CH:7]=[CH:6][C:5]([CH:8]2[C:9]3[C:10]([C:20]([F:21])([F:22])[F:23])=[N:11][N:12]([CH:17]4[CH2:19][CH2:18]4)[C:13]=3[C:14](=[O:15])[N:24]2[C:25]2[CH:30]=[C:29]([CH3:31])[C:28](=[O:32])[N:27]([CH3:33])[CH:26]=2)=[CH:4][CH:3]=1. The catalyst class is: 2. (2) Reactant: [C:1]([Si:5]([CH3:40])([CH3:39])[O:6][CH:7]([CH2:32][CH2:33][CH2:34][CH2:35][CH2:36][CH2:37][CH3:38])[CH2:8][CH2:9][C@H:10]1[C@H:14]([O:15][CH:16]2[CH2:21][CH2:20][CH2:19][CH2:18][O:17]2)[CH2:13][C@H:12]([OH:22])[C@@H:11]1[CH2:23]/[CH:24]=[CH:25]\[CH2:26][CH2:27][CH2:28][C:29](O)=[O:30])([CH3:4])([CH3:3])[CH3:2].C1C=C(SSC2N=CC=CC=2)N=CC=1.C1(P(C2C=CC=CC=2)C2C=CC=CC=2)C=CC=CC=1. Product: [Si:5]([O:6][CH:7]([CH2:32][CH2:33][CH2:34][CH2:35][CH2:36][CH2:37][CH3:38])[CH2:8][CH2:9][C@@H:10]1[C@@H:11]2[C@@H:12]([O:22][C:29](=[O:30])[CH2:28][CH2:27][CH2:26][CH:25]=[CH:24][CH2:23]2)[CH2:13][C@H:14]1[O:15][CH:16]1[CH2:21][CH2:20][CH2:19][CH2:18][O:17]1)([C:1]([CH3:4])([CH3:2])[CH3:3])([CH3:40])[CH3:39]. The catalyst class is: 113.